This data is from NCI-60 drug combinations with 297,098 pairs across 59 cell lines. The task is: Regression. Given two drug SMILES strings and cell line genomic features, predict the synergy score measuring deviation from expected non-interaction effect. Drug 1: CCCS(=O)(=O)NC1=C(C(=C(C=C1)F)C(=O)C2=CNC3=C2C=C(C=N3)C4=CC=C(C=C4)Cl)F. Drug 2: CC1OCC2C(O1)C(C(C(O2)OC3C4COC(=O)C4C(C5=CC6=C(C=C35)OCO6)C7=CC(=C(C(=C7)OC)O)OC)O)O. Cell line: HCT116. Synergy scores: CSS=47.1, Synergy_ZIP=-3.90, Synergy_Bliss=-7.32, Synergy_Loewe=-29.0, Synergy_HSA=-8.53.